This data is from hERG Central: cardiac toxicity at 1µM, 10µM, and general inhibition. The task is: Predict hERG channel inhibition at various concentrations. (1) The molecule is COc1ccc(CCn2c(C(C)C)nc3oc4ccccc4c(=O)c3c2=O)cc1. Results: hERG_inhib (hERG inhibition (general)): blocker. (2) The molecule is CCN(CC)CCn1c(=S)[nH]c2cc(C(=O)NCc3ccc(C)cc3)ccc2c1=O. Results: hERG_inhib (hERG inhibition (general)): blocker.